This data is from Reaction yield outcomes from USPTO patents with 853,638 reactions. The task is: Predict the reaction yield, written as a fraction of the theoretical maximum amount of product (1.0 means a 100% yield; for example, 0.34 means a 34% yield). (1) The reactants are [CH2:1]([O:3][CH:4]([O:14][CH2:15][CH3:16])[CH:5]([N+:11]([O-])=O)[C:6]([O:8][CH2:9][CH3:10])=[O:7])[CH3:2].C(O)C.[H][H]. No catalyst specified. The product is [NH2:11][CH:5]([CH:4]([O:14][CH2:15][CH3:16])[O:3][CH2:1][CH3:2])[C:6]([O:8][CH2:9][CH3:10])=[O:7]. The yield is 0.920. (2) The reactants are [F:1][C:2]1[CH:53]=[CH:52][C:51]([F:54])=[CH:50][C:3]=1[CH2:4][N:5]1[C:9]([CH3:10])=[C:8]([C:11]2[C:19]3[C:14](=[N:15][CH:16]=[C:17]([C:20]4[CH:25]=[CH:24][C:23]([N:26]5[CH2:31][CH2:30][N:29]([C:32]([O:34][C:35]([CH3:38])([CH3:37])[CH3:36])=[O:33])[CH2:28][CH2:27]5)=[CH:22][CH:21]=4)[CH:18]=3)[N:13](S(C3C=CC(C)=CC=3)(=O)=O)[CH:12]=2)[C:7]([CH3:49])=[N:6]1.[OH-].[Li+]. The catalyst is C1COCC1.CO.O. The product is [F:1][C:2]1[CH:53]=[CH:52][C:51]([F:54])=[CH:50][C:3]=1[CH2:4][N:5]1[C:9]([CH3:10])=[C:8]([C:11]2[C:19]3[C:14](=[N:15][CH:16]=[C:17]([C:20]4[CH:25]=[CH:24][C:23]([N:26]5[CH2:27][CH2:28][N:29]([C:32]([O:34][C:35]([CH3:37])([CH3:38])[CH3:36])=[O:33])[CH2:30][CH2:31]5)=[CH:22][CH:21]=4)[CH:18]=3)[NH:13][CH:12]=2)[C:7]([CH3:49])=[N:6]1. The yield is 0.252. (3) The reactants are OCCOP(CC1C=CC(N)=C(OC)C=1)(=O)OCCO.[F:21][C:22]([F:46])([F:45])[CH2:23][O:24][P:25]([CH2:33][C:34]1[CH:39]=[CH:38][C:37]([N+:40]([O-])=O)=[C:36]([O:43][CH3:44])[CH:35]=1)(=[O:32])[O:26][CH2:27][C:28]([F:31])([F:30])[F:29]. No catalyst specified. The product is [F:46][C:22]([F:21])([F:45])[CH2:23][O:24][P:25]([CH2:33][C:34]1[CH:39]=[CH:38][C:37]([NH2:40])=[C:36]([O:43][CH3:44])[CH:35]=1)(=[O:32])[O:26][CH2:27][C:28]([F:29])([F:30])[F:31]. The yield is 0.770.